From a dataset of Forward reaction prediction with 1.9M reactions from USPTO patents (1976-2016). Predict the product of the given reaction. (1) Given the reactants [Cl:1][C:2]([Cl:40])([Cl:39])[CH2:3][O:4][C:5]([C@@H:7]1[CH2:12][CH2:11][CH2:10][N:9]([C:13](=[O:38])[C@@H:14]([NH:30][C:31](=[O:37])[C@@H:32]([NH2:36])[CH:33]([CH3:35])[CH3:34])[CH2:15][C:16]2[CH:21]=[CH:20][CH:19]=[C:18]([O:22][Si:23]([C:26]([CH3:29])([CH3:28])[CH3:27])([CH3:25])[CH3:24])[CH:17]=2)[NH:8]1)=[O:6].[C:41](O)(=[O:46])[CH2:42][CH2:43][CH:44]=[CH2:45].C(N(CC)C(C)C)(C)C.C[NH3+].F[P-](F)(F)(F)(F)F.N1(OC(N(C)C)=[N+](C)C)C2N=CC=CC=2N=N1.F[P-](F)(F)(F)(F)F, predict the reaction product. The product is: [Cl:40][C:2]([Cl:1])([Cl:39])[CH2:3][O:4][C:5]([C@@H:7]1[CH2:12][CH2:11][CH2:10][N:9]([C:13](=[O:38])[C@@H:14]([NH:30][C:31](=[O:37])[C@@H:32]([NH:36][C:41](=[O:46])[CH2:42][CH2:43][CH:44]=[CH2:45])[CH:33]([CH3:35])[CH3:34])[CH2:15][C:16]2[CH:21]=[CH:20][CH:19]=[C:18]([O:22][Si:23]([C:26]([CH3:27])([CH3:28])[CH3:29])([CH3:25])[CH3:24])[CH:17]=2)[NH:8]1)=[O:6]. (2) Given the reactants S(Cl)([Cl:3])=O.[CH3:5][CH:6]([N:8]1[C:12]([C:13]([OH:15])=O)=[CH:11][CH:10]=[N:9]1)[CH3:7], predict the reaction product. The product is: [CH3:5][CH:6]([N:8]1[C:12]([C:13]([Cl:3])=[O:15])=[CH:11][CH:10]=[N:9]1)[CH3:7]. (3) The product is: [CH3:1][C:2]1[N:3]=[C:4]([NH:7][C:9]2[CH:14]=[C:13]([O:15][CH:16]3[CH2:21][CH2:20][CH2:19][N:18]([C:22]([O:24][C:25]([CH3:28])([CH3:27])[CH3:26])=[O:23])[CH2:17]3)[CH:12]=[CH:11][N:10]=2)[S:5][CH:6]=1. Given the reactants [CH3:1][C:2]1[N:3]=[C:4]([NH2:7])[S:5][CH:6]=1.Cl[C:9]1[CH:14]=[C:13]([O:15][CH:16]2[CH2:21][CH2:20][CH2:19][N:18]([C:22]([O:24][C:25]([CH3:28])([CH3:27])[CH3:26])=[O:23])[CH2:17]2)[CH:12]=[CH:11][N:10]=1.P([O-])([O-])([O-])=O.[K+].[K+].[K+].C1(P(C2C=CC=CC=2)C2C3OC4C(=CC=CC=4P(C4C=CC=CC=4)C4C=CC=CC=4)C(C)(C)C=3C=CC=2)C=CC=CC=1, predict the reaction product. (4) The product is: [Cl:28][C:3]1[C:2]2[N:1]=[CH:30][N:12]([CH2:13][C:14]3([OH:27])[CH2:19][CH2:18][N:17]([C:20]([O:22][C:23]([CH3:24])([CH3:25])[CH3:26])=[O:21])[CH2:16][CH2:15]3)[C:11]=2[C:10]2[CH:9]=[CH:8][CH:7]=[CH:6][C:5]=2[N:4]=1. Given the reactants [NH2:1][C:2]1[C:3]([Cl:28])=[N:4][C:5]2[C:10]([C:11]=1[NH:12][CH2:13][C:14]1([OH:27])[CH2:19][CH2:18][N:17]([C:20]([O:22][C:23]([CH3:26])([CH3:25])[CH3:24])=[O:21])[CH2:16][CH2:15]1)=[CH:9][CH:8]=[CH:7][CH:6]=2.Cl[C:30]1C([N+]([O-])=O)=C(Cl)C2C(=CC=CC=2)N=1.ClC1C2C(=CC=CC=2)N=CC=1[N+]([O-])=O.Cl.N1C=CC=CC=1.C(OC(OCC)OCC)C, predict the reaction product. (5) Given the reactants [CH3:1][N:2]([CH3:33])[C:3]1[N:12]=[C:11]([NH:13][CH2:14][C:15]2[CH:20]=[CH:19][C:18]([NH:21][C:22](=[O:30])[C:23]3[CH:28]=[CH:27][C:26]([F:29])=[CH:25][CH:24]=3)=[CH:17][CH:16]=2)[C:10]2[C:5](=[CH:6][C:7]([CH:31]=[O:32])=[CH:8][CH:9]=2)[N:4]=1.[BH4-].[Na+], predict the reaction product. The product is: [CH3:1][N:2]([CH3:33])[C:3]1[N:12]=[C:11]([NH:13][CH2:14][C:15]2[CH:16]=[CH:17][C:18]([NH:21][C:22](=[O:30])[C:23]3[CH:28]=[CH:27][C:26]([F:29])=[CH:25][CH:24]=3)=[CH:19][CH:20]=2)[C:10]2[C:5](=[CH:6][C:7]([CH2:31][OH:32])=[CH:8][CH:9]=2)[N:4]=1. (6) Given the reactants [Cl:1][C:2]1[CH:3]=[C:4]2[C:9](=[C:10](Cl)[N:11]=1)[C:8](=[O:13])[NH:7][CH:6]=[CH:5]2.[CH3:14][CH:15]([NH2:17])[CH3:16].CCN(C(C)C)C(C)C, predict the reaction product. The product is: [Cl:1][C:2]1[CH:3]=[C:4]2[C:9](=[C:10]([NH:17][CH:15]([CH3:16])[CH3:14])[N:11]=1)[C:8](=[O:13])[NH:7][CH:6]=[CH:5]2. (7) Given the reactants C(OC)(=O)C(C)=C.C=CC1C=CC=CC=1.[CH:16]([C:18]1[CH:23]=[CH:22][CH:21]=[CH:20][C:19]=1[CH:24]=[CH2:25])=[CH2:17].C1(S(OCCCCCCCCCCCC)(=O)=O)C=CC=CC=1.[Na], predict the reaction product. The product is: [CH2:24]1[CH:19]2[CH:18]([CH2:23][CH2:22][CH2:21][CH2:20]2)[CH2:16][CH2:17][CH2:25]1. (8) Given the reactants [Cl:1][C:2]1[N:7]=[C:6]([NH:8][CH:9]2[CH2:12][CH2:11][CH2:10]2)[C:5]([N+:13]([O-])=O)=[C:4]([Cl:16])[N:3]=1, predict the reaction product. The product is: [Cl:1][C:2]1[N:7]=[C:6]([NH:8][CH:9]2[CH2:10][CH2:11][CH2:12]2)[C:5]([NH2:13])=[C:4]([Cl:16])[N:3]=1. (9) Given the reactants [NH2:1][CH2:2][C:3]1[CH:8]=[CH:7][C:6]([C:9]2[CH:14]=[CH:13][N:12]=[C:11]3[NH:15][C:16]([C:18]4[CH:24]=[CH:23][CH:22]=[CH:21][C:19]=4[NH2:20])=[N:17][C:10]=23)=[CH:5][C:4]=1[F:25].[C:26]([C:30]1[N:34]=[C:33]([C:35](OC)=[O:36])[O:32][N:31]=1)([CH3:29])([CH3:28])[CH3:27], predict the reaction product. The product is: [NH2:20][C:19]1[CH:21]=[CH:22][CH:23]=[CH:24][C:18]=1[C:16]1[NH:15][C:11]2=[N:12][CH:13]=[CH:14][C:9]([C:6]3[CH:7]=[CH:8][C:3]([CH2:2][NH:1][C:35]([C:33]4[O:32][N:31]=[C:30]([C:26]([CH3:29])([CH3:28])[CH3:27])[N:34]=4)=[O:36])=[C:4]([F:25])[CH:5]=3)=[C:10]2[N:17]=1. (10) Given the reactants [F:1][CH:2]([F:21])[N:3]1[C:7]([CH3:8])=[C:6]([C:9]2[C:10]([CH3:19])=[C:11]([CH:16]=[CH:17][CH:18]=2)[C:12](OC)=[O:13])[C:5]([CH3:20])=[N:4]1.C1(C)C=CC=CC=1.[H-].C([Al+]CC(C)C)C(C)C.O.O.O.O.O.O.O.O.O.O.[O-]S([O-])(=O)=O.[Na+].[Na+], predict the reaction product. The product is: [F:21][CH:2]([F:1])[N:3]1[C:7]([CH3:8])=[C:6]([C:9]2[C:10]([CH3:19])=[C:11]([CH2:12][OH:13])[CH:16]=[CH:17][CH:18]=2)[C:5]([CH3:20])=[N:4]1.